Predict the product of the given reaction. From a dataset of Forward reaction prediction with 1.9M reactions from USPTO patents (1976-2016). (1) Given the reactants [Cl:1][C:2]1[N:3]=[C:4]([N:14]2[CH2:19][CH2:18][O:17][CH2:16][CH2:15]2)[C:5]2[S:10][C:9]([CH2:11][NH:12][CH3:13])=[CH:8][C:6]=2[N:7]=1.[C:20](Cl)(=[O:22])[CH3:21].C(N(CC)CC)C, predict the reaction product. The product is: [Cl:1][C:2]1[N:3]=[C:4]([N:14]2[CH2:19][CH2:18][O:17][CH2:16][CH2:15]2)[C:5]2[S:10][C:9]([CH2:11][N:12]([CH3:13])[C:20](=[O:22])[CH3:21])=[CH:8][C:6]=2[N:7]=1. (2) The product is: [CH3:14][NH:15][C:5](=[O:4])[C:6]1[CH:11]=[CH:10][CH:9]=[CH:8][C:7]=1[NH:2][CH3:1]. Given the reactants [CH3:1][N:2]1[C:7]2[CH:8]=[CH:9][CH:10]=[CH:11][C:6]=2[C:5](=O)[O:4]C1=O.[CH3:14][NH2:15], predict the reaction product. (3) Given the reactants [Cl:1][C:2]1[CH:3]=[C:4]([CH:8]=[C:9]([Cl:11])[CH:10]=1)[C:5]([OH:7])=O.C1CCC(N=C=NC2CCCCC2)CC1.[C:27]([O:30][C@H:31]([C:34]#[C:35][C:36]#[C:37][C@H:38]([NH2:48])[CH2:39][CH2:40][CH2:41][CH2:42][CH2:43][CH2:44][CH2:45][CH2:46][CH3:47])[CH:32]=[CH2:33])(=[O:29])[CH3:28], predict the reaction product. The product is: [C:27]([O:30][C@H:31]([C:34]#[C:35][C:36]#[C:37][C@H:38]([NH:48][C:5](=[O:7])[C:4]1[CH:8]=[C:9]([Cl:11])[CH:10]=[C:2]([Cl:1])[CH:3]=1)[CH2:39][CH2:40][CH2:41][CH2:42][CH2:43][CH2:44][CH2:45][CH2:46][CH3:47])[CH:32]=[CH2:33])(=[O:29])[CH3:28]. (4) Given the reactants [CH2:1]([O:3][C:4]([C:6]1([C:13]2[S:14][CH:15]=[CH:16][CH:17]=2)[CH2:12][CH2:11][CH2:10][CH2:9][CH2:8][CH2:7]1)=[O:5])[CH3:2].[N:18]12CC[CH:21]([CH2:22][CH2:23]1)[C@@H:20](O)[CH2:19]2.[H-].[Na+], predict the reaction product. The product is: [N:18]12[CH2:23][CH2:22][CH:21]([CH2:20][CH2:19]1)[C@@H:1]([O:3][C:4]([C:6]1([C:13]3[S:14][CH:15]=[CH:16][CH:17]=3)[CH2:12][CH2:11][CH2:10][CH2:9][CH2:8][CH2:7]1)=[O:5])[CH2:2]2. (5) The product is: [CH:1]1([S:4]([C:7]2[CH:12]=[CH:11][C:10]([CH:13]([C:21]3[NH:25][C:24]([C:26]4[S:27][C:28]([CH:31]=[O:32])=[CH:29][N:30]=4)=[CH:23][CH:22]=3)[CH2:14][CH:15]3[CH2:16][CH2:17][O:18][CH2:19][CH2:20]3)=[CH:9][CH:8]=2)(=[O:5])=[O:6])[CH2:3][CH2:2]1. Given the reactants [CH:1]1([S:4]([C:7]2[CH:12]=[CH:11][C:10]([CH:13]([C:21]3[NH:25][C:24]([C:26]4[S:27][C:28]([CH2:31][OH:32])=[CH:29][N:30]=4)=[CH:23][CH:22]=3)[CH2:14][CH:15]3[CH2:20][CH2:19][O:18][CH2:17][CH2:16]3)=[CH:9][CH:8]=2)(=[O:6])=[O:5])[CH2:3][CH2:2]1.CC(OI1(OC(C)=O)(OC(C)=O)OC(=O)C2C=CC=CC1=2)=O.C(=O)([O-])O.[Na+], predict the reaction product. (6) Given the reactants C[Si](C)(C)N[Si](C)(C)C.[Na].[CH:11]([O:14][CH2:15][C:16]([O:18][CH2:19][CH3:20])=[O:17])([CH3:13])[CH3:12].[CH:21]([C:23]1[CH:24]=[CH:25][C:26]([O:38][CH3:39])=[C:27]([CH:37]=1)[CH2:28][NH:29][C:30](=[O:36])[O:31][C:32]([CH3:35])([CH3:34])[CH3:33])=[O:22].[Cl-].[NH4+], predict the reaction product. The product is: [C:32]([O:31][C:30]([NH:29][CH2:28][C:27]1[CH:37]=[C:23]([CH:21]([OH:22])[CH:15]([O:14][CH:11]([CH3:13])[CH3:12])[C:16]([O:18][CH2:19][CH3:20])=[O:17])[CH:24]=[CH:25][C:26]=1[O:38][CH3:39])=[O:36])([CH3:35])([CH3:33])[CH3:34]. (7) Given the reactants [F:1][C:2]1[C:10]([O:11][C:12]2[C:21]3[C:16](=[CH:17][CH:18]=[CH:19][CH:20]=3)[C:15]([CH2:22][C:23]3[CH:24]=[N:25][C:26]([O:29]C)=[CH:27][CH:28]=3)=[N:14][N:13]=2)=[CH:9][CH:8]=[C:7]2[C:3]=1[CH:4]=[C:5]([CH3:31])[NH:6]2.[Si](I)(C)(C)C, predict the reaction product. The product is: [F:1][C:2]1[C:10]([O:11][C:12]2[C:21]3[C:16](=[CH:17][CH:18]=[CH:19][CH:20]=3)[C:15]([CH2:22][C:23]3[CH:24]=[N:25][C:26]([OH:29])=[CH:27][CH:28]=3)=[N:14][N:13]=2)=[CH:9][CH:8]=[C:7]2[C:3]=1[CH:4]=[C:5]([CH3:31])[NH:6]2. (8) Given the reactants [NH2:1][CH:2]1[N:8]=[C:7]([C:9]2[CH:14]=[CH:13][CH:12]=[CH:11][CH:10]=2)[C:6]2[CH:15]=[C:16]([Cl:19])[CH:17]=[CH:18][C:5]=2[N:4]([CH3:20])[C:3]1=[O:21].[N:22]([C:25]1[CH:30]=[CH:29][C:28]([O:31][CH3:32])=[CH:27][C:26]=1[CH3:33])=[C:23]=[O:24], predict the reaction product. The product is: [Cl:19][C:16]1[CH:17]=[CH:18][C:5]2[N:4]([CH3:20])[C:3](=[O:21])[CH:2]([NH:1][C:23]([NH:22][C:25]3[CH:30]=[CH:29][C:28]([O:31][CH3:32])=[CH:27][C:26]=3[CH3:33])=[O:24])[N:8]=[C:7]([C:9]3[CH:10]=[CH:11][CH:12]=[CH:13][CH:14]=3)[C:6]=2[CH:15]=1. (9) Given the reactants [Cl-].C(PC(C)(C)C)(C)(C)C.[C:11]1([C:46]2[CH:51]=[CH:50][CH:49]=[CH:48][CH:47]=2)[CH:16]=[CH:15][C:14]([NH:17][C:18]2[CH:19]=[C:20]3[C:28](=[CH:29][CH:30]=2)[N:27]([C:31]2[CH:36]=[CH:35][CH:34]=[CH:33][CH:32]=2)[C:26]2[CH:25]=[C:24]4[C:37]([CH3:45])([CH3:44])[C:38]5[C:43]([C:23]4=[CH:22][C:21]3=2)=[CH:42][CH:41]=[CH:40][CH:39]=5)=[CH:13][CH:12]=1.Br[C:53]1[CH:65]=[CH:64][C:63]2[C:62]3[C:57](=[CH:58][CH:59]=[CH:60][CH:61]=3)[C:56]([CH3:67])([CH3:66])[C:55]=2[CH:54]=1.CC(C)([O-])C.[Na+], predict the reaction product. The product is: [C:11]1([C:46]2[CH:47]=[CH:48][CH:49]=[CH:50][CH:51]=2)[CH:16]=[CH:15][C:14]([N:17]([C:53]2[CH:65]=[CH:64][C:63]3[C:62]4[C:57](=[CH:58][CH:59]=[CH:60][CH:61]=4)[C:56]([CH3:67])([CH3:66])[C:55]=3[CH:54]=2)[C:18]2[CH:19]=[C:20]3[C:28](=[CH:29][CH:30]=2)[N:27]([C:31]2[CH:36]=[CH:35][CH:34]=[CH:33][CH:32]=2)[C:26]2[CH:25]=[C:24]4[C:37]([CH3:44])([CH3:45])[C:38]5[C:43]([C:23]4=[CH:22][C:21]3=2)=[CH:42][CH:41]=[CH:40][CH:39]=5)=[CH:13][CH:12]=1. (10) The product is: [C:19]([O:18][C:16](=[O:17])[NH:48][C@@H:49]1[C:51](=[O:59])[NH:42][C:40]2[CH:41]=[CH:36][C:37]([C:34]#[N:32])=[CH:38][C:39]=2[NH:44][CH2:50]1)([CH3:20])([CH3:21])[CH3:22]. Given the reactants NC1C=CC(C#N)=CC=1NC[C@@](N)([C:16]([O:18][C:19]([CH3:22])([CH3:21])[CH3:20])=[O:17])C(O)=O.CCN=C=NCCC[N:32]([CH3:34])C.Cl.[CH:36]1[CH:37]=[CH:38][C:39]2[N:44](O)N=[N:42][C:40]=2[CH:41]=1.CC[N:48](C(C)C)[CH:49]([CH3:51])[CH3:50].CN(C=[O:59])C, predict the reaction product.